Predict the product of the given reaction. From a dataset of Forward reaction prediction with 1.9M reactions from USPTO patents (1976-2016). (1) Given the reactants [F:1][C:2]([F:45])([F:44])[C:3]1[CH:4]=[C:5]([CH:37]=[C:38]([C:40]([F:43])([F:42])[F:41])[CH:39]=1)[CH2:6][N:7]([CH2:23][C:24]1[CH:29]=[C:28]([C:30]([F:33])([F:32])[F:31])[CH:27]=[CH:26][C:25]=1[NH:34][CH2:35][CH3:36])[C:8]1[N:13]=[CH:12][C:11]([O:14][CH2:15][CH2:16][CH2:17][C:18]([O:20][CH2:21][CH3:22])=[O:19])=[CH:10][N:9]=1.N1C=CC=CC=1.[C:52](Cl)(=[O:56])[O:53][CH2:54][CH3:55], predict the reaction product. The product is: [F:43][C:40]([F:41])([F:42])[C:38]1[CH:37]=[C:5]([CH:4]=[C:3]([C:2]([F:1])([F:44])[F:45])[CH:39]=1)[CH2:6][N:7]([CH2:23][C:24]1[CH:29]=[C:28]([C:30]([F:33])([F:32])[F:31])[CH:27]=[CH:26][C:25]=1[N:34]([C:52]([O:53][CH2:54][CH3:55])=[O:56])[CH2:35][CH3:36])[C:8]1[N:9]=[CH:10][C:11]([O:14][CH2:15][CH2:16][CH2:17][C:18]([O:20][CH2:21][CH3:22])=[O:19])=[CH:12][N:13]=1. (2) Given the reactants C([O:8][C:9]1[CH:10]=[N:11][C:12]2[C:17]([C:18]=1[CH2:19][CH2:20][C:21]13[CH2:28][CH2:27][C:24]([NH:29][C:30](=[O:36])[O:31][C:32]([CH3:35])([CH3:34])[CH3:33])([CH2:25][CH2:26]1)[CH2:23][O:22]3)=[N:16][C:15]([O:37][CH3:38])=[CH:14][CH:13]=2)C1C=CC=CC=1, predict the reaction product. The product is: [OH:8][C:9]1[CH:10]=[N:11][C:12]2[C:17]([C:18]=1[CH2:19][CH2:20][C:21]13[CH2:26][CH2:25][C:24]([NH:29][C:30](=[O:36])[O:31][C:32]([CH3:35])([CH3:33])[CH3:34])([CH2:27][CH2:28]1)[CH2:23][O:22]3)=[N:16][C:15]([O:37][CH3:38])=[CH:14][CH:13]=2. (3) Given the reactants [N:1]1([CH2:6][C:7]2[CH:23]=[CH:22][C:10]([CH2:11][N:12]3[CH:20]=[C:19]4[C:14]([N:15]=[CH:16][N:17]=[C:18]4Cl)=[N:13]3)=[CH:9][CH:8]=2)[CH:5]=[CH:4][CH:3]=[N:2]1.[CH3:24][O:25][C:26]1[CH:31]=[CH:30][C:29]([CH3:32])=[CH:28][C:27]=1[CH2:33][NH2:34].CCN(C(C)C)C(C)C, predict the reaction product. The product is: [N:1]1([CH2:6][C:7]2[CH:23]=[CH:22][C:10]([CH2:11][N:12]3[CH:20]=[C:19]4[C:14]([N:15]=[CH:16][N:17]=[C:18]4[NH:34][CH2:33][C:27]4[CH:28]=[C:29]([CH3:32])[CH:30]=[CH:31][C:26]=4[O:25][CH3:24])=[N:13]3)=[CH:9][CH:8]=2)[CH:5]=[CH:4][CH:3]=[N:2]1. (4) Given the reactants Cl[C:2]1[CH:27]=[CH:26][C:5]([C:6]([NH:8]C2C=CC(Cl)=C(NC(=O)C3C=CC=CC=3F)C=2)=[O:7])=[CH:4][N:3]=1.CC1CNCC(C)N1, predict the reaction product. The product is: [C:6]([NH2:8])(=[O:7])[C:5]1[CH:26]=[CH:27][CH:2]=[N:3][CH:4]=1. (5) Given the reactants C(O)(=O)C(O)=O.[OH:7][C:8]1[CH:9]=[C:10]2[C:15](=[CH:16][CH:17]=1)[CH2:14][NH:13][CH2:12][CH2:11]2.C(N(C(C)C)CC)(C)C.[C:27](O[C:27]([O:29][C:30]([CH3:33])([CH3:32])[CH3:31])=[O:28])([O:29][C:30]([CH3:33])([CH3:32])[CH3:31])=[O:28].S([O-])([O-])(=O)=O.[Na+].[Na+], predict the reaction product. The product is: [C:30]([O:29][C:27]([N:13]1[CH2:12][CH2:11][C:10]2[C:15](=[CH:16][CH:17]=[C:8]([OH:7])[CH:9]=2)[CH2:14]1)=[O:28])([CH3:33])([CH3:32])[CH3:31]. (6) The product is: [Cl:1][C:2]1[C:3]([F:11])=[CH:4][C:5]([NH:10][C:20](=[O:21])[C:19]2[C:14]([C:13]([F:24])([F:12])[F:23])=[CH:15][CH:16]=[N:17][CH:18]=2)=[C:6]([NH:8][CH3:9])[CH:7]=1. Given the reactants [Cl:1][C:2]1[CH:7]=[C:6]([NH:8][CH3:9])[C:5]([NH2:10])=[CH:4][C:3]=1[F:11].[F:12][C:13]([F:24])([F:23])[C:14]1[C:19]([C:20](O)=[O:21])=[CH:18][N:17]=[CH:16][CH:15]=1.CCN=C=NCCCN(C)C.Cl.C1C=CC2N(O)N=NC=2C=1.CCN(CC)CC, predict the reaction product. (7) Given the reactants [C:1]([C:5]1[CH:9]=[C:8]([NH2:10])[N:7]([CH3:11])[N:6]=1)([CH3:4])([CH3:3])[CH3:2].C([O-])([O-])=O.[K+].[K+].Cl[C:19]([O:21][C:22]1[CH:27]=[CH:26][CH:25]=[CH:24][CH:23]=1)=[O:20], predict the reaction product. The product is: [C:1]([C:5]1[CH:9]=[C:8]([NH:10][C:19](=[O:20])[O:21][C:22]2[CH:27]=[CH:26][CH:25]=[CH:24][CH:23]=2)[N:7]([CH3:11])[N:6]=1)([CH3:4])([CH3:2])[CH3:3]. (8) Given the reactants [CH2:1]([C:5]1([O:18][CH3:19])[CH2:10][CH2:9][N:8](C(OC(C)(C)C)=O)[CH2:7][CH2:6]1)[CH2:2][CH2:3][CH3:4].C1(OC)C=CC=CC=1.[F:28][C:29]([F:34])([F:33])[C:30]([OH:32])=[O:31], predict the reaction product. The product is: [F:28][C:29]([F:34])([F:33])[C:30]([OH:32])=[O:31].[CH2:1]([C:5]1([O:18][CH3:19])[CH2:6][CH2:7][NH:8][CH2:9][CH2:10]1)[CH2:2][CH2:3][CH3:4]. (9) Given the reactants [Cl:1][C:2]1[CH:7]=[C:6](I)[C:5]([F:9])=[CH:4][N:3]=1.Cl.[F:11][C:12]1([F:18])[CH2:17][CH2:16][NH:15][CH2:14][CH2:13]1.CC1(C)C2C(=C(P(C3C=CC=CC=3)C3C=CC=CC=3)C=CC=2)OC2C(P(C3C=CC=CC=3)C3C=CC=CC=3)=CC=CC1=2.C([O-])([O-])=O.[Cs+].[Cs+], predict the reaction product. The product is: [Cl:1][C:2]1[CH:7]=[C:6]([N:15]2[CH2:16][CH2:17][C:12]([F:18])([F:11])[CH2:13][CH2:14]2)[C:5]([F:9])=[CH:4][N:3]=1. (10) Given the reactants [C:1]([C:4]1[CH:5]=[CH:6][C:7]([C:10]2[CH:11]=[C:12]3[C:29](=[CH:30][CH:31]=2)[O:28][C:15]2([CH2:20][CH2:19][N:18](C(OC(C)(C)C)=O)[CH2:17][CH2:16]2)[CH2:14][C:13]3=[O:32])=[N:8][CH:9]=1)(=[O:3])[NH2:2].[ClH:33].CCOCC, predict the reaction product. The product is: [ClH:33].[ClH:33].[O:32]=[C:13]1[C:12]2[C:29](=[CH:30][CH:31]=[C:10]([C:7]3[CH:6]=[CH:5][C:4]([C:1]([NH2:2])=[O:3])=[CH:9][N:8]=3)[CH:11]=2)[O:28][C:15]2([CH2:20][CH2:19][NH:18][CH2:17][CH2:16]2)[CH2:14]1.